From a dataset of Full USPTO retrosynthesis dataset with 1.9M reactions from patents (1976-2016). Predict the reactants needed to synthesize the given product. (1) Given the product [OH:29][C:30]1[CH:31]=[C:32]([C:33]2[N:5]3[C:4]([CH2:10][C:9](=[O:11])[N:8]([CH2:12][C:13]([N:15]([CH:22]([CH3:23])[CH3:24])[C:16]4[CH:21]=[CH:20][CH:19]=[CH:18][CH:17]=4)=[O:14])[C:7]4[CH:25]=[CH:26][CH:27]=[CH:28][C:6]=43)=[N:36][N:35]=2)[CH:37]=[CH:38][CH:39]=1, predict the reactants needed to synthesize it. The reactants are: C(O[C:4]1[CH2:10][C:9](=[O:11])[N:8]([CH2:12][C:13]([N:15]([CH:22]([CH3:24])[CH3:23])[C:16]2[CH:21]=[CH:20][CH:19]=[CH:18][CH:17]=2)=[O:14])[C:7]2[CH:25]=[CH:26][CH:27]=[CH:28][C:6]=2[N:5]=1)C.[OH:29][C:30]1[CH:31]=[C:32]([CH:37]=[CH:38][CH:39]=1)[C:33]([NH:35][NH2:36])=O. (2) The reactants are: Cl[C:2]1[C:11]2[C:6](=[CH:7][CH:8]=[C:9]([CH3:12])[CH:10]=2)[N:5]=[C:4]([N:13]2[CH2:19][C:18]3[CH:20]=[CH:21][CH:22]=[CH:23][C:17]=3[S:16](=[O:25])(=[O:24])[CH2:15][CH2:14]2)[CH:3]=1.[C:26]([CH:29]1[CH2:33][CH2:32][CH2:31][N:30]1[C:34]([O:36][C:37]([CH3:40])([CH3:39])[CH3:38])=[O:35])(=[O:28])[NH2:27].CC(C)([O-])C.[Na+]. Given the product [O:24]=[S:16]1(=[O:25])[C:17]2[CH:23]=[CH:22][CH:21]=[CH:20][C:18]=2[CH2:19][N:13]([C:4]2[CH:3]=[C:2]([NH:27][C:26]([CH:29]3[CH2:33][CH2:32][CH2:31][N:30]3[C:34]([O:36][C:37]([CH3:40])([CH3:39])[CH3:38])=[O:35])=[O:28])[C:11]3[C:6](=[CH:7][CH:8]=[C:9]([CH3:12])[CH:10]=3)[N:5]=2)[CH2:14][CH2:15]1, predict the reactants needed to synthesize it. (3) Given the product [F:34][C:20]1[C:19]([C:9]2[N:10]=[C:11]([CH:13]3[CH2:18][CH2:17][O:16][CH2:15][CH2:14]3)[S:12][C:8]=2[C:6]2[CH:5]=[CH:4][N:3]=[C:2]([NH:43][CH2:42][CH2:41][N:35]3[CH2:40][CH2:39][O:38][CH2:37][CH2:36]3)[N:7]=2)=[CH:24][CH:23]=[CH:22][C:21]=1[NH:25][S:26]([C:29]1[CH:33]=[CH:32][O:31][CH:30]=1)(=[O:28])=[O:27], predict the reactants needed to synthesize it. The reactants are: Cl[C:2]1[N:7]=[C:6]([C:8]2[S:12][C:11]([CH:13]3[CH2:18][CH2:17][O:16][CH2:15][CH2:14]3)=[N:10][C:9]=2[C:19]2[C:20]([F:34])=[C:21]([NH:25][S:26]([C:29]3[CH:33]=[CH:32][O:31][CH:30]=3)(=[O:28])=[O:27])[CH:22]=[CH:23][CH:24]=2)[CH:5]=[CH:4][N:3]=1.[N:35]1([CH2:41][CH2:42][NH2:43])[CH2:40][CH2:39][O:38][CH2:37][CH2:36]1. (4) Given the product [CH3:23][C:18]1[CH:17]=[CH:16][C:15]2[C:20](=[CH:21][CH:22]=[C:13]3[O:12][CH2:11][C@@H:10]([CH2:9][OH:8])[O:24][C:14]3=2)[N:19]=1, predict the reactants needed to synthesize it. The reactants are: C([O:8][CH2:9][CH:10]1[O:24][C:14]2=[C:15]3[C:20](=[CH:21][CH:22]=[C:13]2[O:12][CH2:11]1)[N:19]=[C:18]([CH3:23])[CH:17]=[CH:16]3)C1C=CC=CC=1. (5) Given the product [NH2:1][C:2]1[CH:7]=[CH:6][C:5]([CH:8]2[CH2:13][C:12](=[O:14])[NH:11][C:10](=[O:15])[CH2:9]2)=[CH:4][C:3]=1[C:29]1[CH2:30][CH2:31][C:26]([CH3:35])([CH3:25])[CH2:27][CH:28]=1, predict the reactants needed to synthesize it. The reactants are: [NH2:1][C:2]1[CH:7]=[CH:6][C:5]([CH:8]2[CH2:13][C:12](=[O:14])[NH:11][C:10](=[O:15])[CH2:9]2)=[CH:4][C:3]=1Br.[O-]P([O-])([O-])=O.[K+].[K+].[K+].[CH3:25][C:26]1([CH3:35])[CH2:31][CH2:30][C:29](B(O)O)=[CH:28][CH2:27]1.C1(P(C2CCCCC2)C2C=CC=CC=2C2C=CC=CC=2)CCCCC1.